Task: Predict the reactants needed to synthesize the given product.. Dataset: Full USPTO retrosynthesis dataset with 1.9M reactions from patents (1976-2016) (1) Given the product [CH3:48][C:36]1[N:35]([CH2:34][C:31]2[CH:32]=[CH:33][C:28]([C:23]3[C:22]([C:20]([OH:21])=[O:19])=[CH:27][CH:26]=[CH:25][CH:24]=3)=[CH:29][CH:30]=2)[C:43]2[C:38]([C:37]=1[CH3:47])=[CH:39][C:40]([C:44](=[O:45])[NH:12][C@H:10]([C:7]1[CH:6]=[CH:5][C:4]([O:3][C:2]([F:13])([F:14])[F:1])=[CH:9][CH:8]=1)[CH3:11])=[CH:41][CH:42]=2, predict the reactants needed to synthesize it. The reactants are: [F:1][C:2]([F:14])([F:13])[O:3][C:4]1[CH:9]=[CH:8][C:7]([C@@H:10]([NH2:12])[CH3:11])=[CH:6][CH:5]=1.C([O:19][C:20]([C:22]1[CH:27]=[CH:26][CH:25]=[CH:24][C:23]=1[C:28]1[CH:33]=[CH:32][C:31]([CH2:34][N:35]2[C:43]3[C:38](=[CH:39][C:40]([C:44](O)=[O:45])=[CH:41][CH:42]=3)[C:37]([CH3:47])=[C:36]2[CH3:48])=[CH:30][CH:29]=1)=[O:21])(C)(C)C. (2) Given the product [OH:16][B:15]1[CH:14]([NH:28][C:29](=[O:47])[CH2:30][N:31]2[CH2:36][CH2:35][N:34]([CH2:37][CH2:38][OH:39])[CH2:33][CH2:32]2)[CH2:13][C:9]2[CH:10]=[CH:11][CH:12]=[C:7]([C:6]([OH:5])=[O:50])[C:8]=2[O:23]1, predict the reactants needed to synthesize it. The reactants are: C([O:5][C:6](=[O:50])[C:7]1[CH:12]=[CH:11][CH:10]=[C:9]([CH2:13][CH:14]([NH:28][C:29](=[O:47])[CH2:30][N:31]2[CH2:36][CH2:35][N:34]([CH2:37][CH2:38][O:39]CC3C=CC=CC=3)[CH2:33][CH2:32]2)[B:15]2[O:23]C3C(C)(C4CC(C3)C4(C)C)[O:16]2)[C:8]=1OC)(C)(C)C.B(Cl)(Cl)Cl. (3) Given the product [CH3:1][C:2]1[C:10]2[C:5](=[C:6]([CH:15]([O:17][CH2:18][C:19]3([C:32]4[CH:37]=[CH:36][CH:35]=[CH:34][CH:33]=4)[CH2:20][CH2:21][NH:22][CH2:23][CH2:24]3)[CH3:16])[CH:7]=[C:8]([C:11]([F:13])([F:14])[F:12])[CH:9]=2)[NH:4][N:3]=1, predict the reactants needed to synthesize it. The reactants are: [CH3:1][C:2]1[C:10]2[C:5](=[C:6]([CH:15]([O:17][CH2:18][C:19]3([C:32]4[CH:37]=[CH:36][CH:35]=[CH:34][CH:33]=4)[CH2:24][CH2:23][N:22](C(OC(C)(C)C)=O)[CH2:21][CH2:20]3)[CH3:16])[CH:7]=[C:8]([C:11]([F:14])([F:13])[F:12])[CH:9]=2)[NH:4][N:3]=1.FC(F)(F)C(O)=O.C(Cl)Cl. (4) Given the product [CH3:1][C:2]1[CH:7]=[CH:6][CH:5]=[CH:4][C:3]=1[C:8]1[C:9]2[CH:16]=[C:15]([CH2:17][O:18][C:19]3[CH:20]=[CH:21][C:22]([CH2:25][CH2:26][C:27]([OH:29])=[O:28])=[CH:23][CH:24]=3)[CH:14]=[CH:13][C:10]=2[S:11][CH:12]=1, predict the reactants needed to synthesize it. The reactants are: [CH3:1][C:2]1[CH:7]=[CH:6][CH:5]=[CH:4][C:3]=1[C:8]1[C:9]2[CH:16]=[C:15]([CH2:17][O:18][C:19]3[CH:24]=[CH:23][C:22]([CH2:25][CH2:26][C:27]([O:29]C)=[O:28])=[CH:21][CH:20]=3)[CH:14]=[CH:13][C:10]=2[S:11][CH:12]=1.[Li+].[OH-].Cl. (5) Given the product [C:9]1([C:15]([C:25]2[CH:30]=[CH:29][C:28]([CH:31]=[CH:32][C:33]3[NH:34][N:7]=[N:6][N:5]=3)=[CH:27][CH:26]=2)=[C:16]([C:19]2[CH:24]=[CH:23][CH:22]=[CH:21][CH:20]=2)[CH2:17][CH3:18])[CH:10]=[CH:11][CH:12]=[CH:13][CH:14]=1, predict the reactants needed to synthesize it. The reactants are: [Cl-].[Al+3].[Cl-].[Cl-].[N-:5]=[N+:6]=[N-:7].[Na+].[C:9]1([C:15]([C:25]2[CH:30]=[CH:29][C:28]([CH:31]=[CH:32][C:33]#[N:34])=[CH:27][CH:26]=2)=[C:16]([C:19]2[CH:24]=[CH:23][CH:22]=[CH:21][CH:20]=2)[CH2:17][CH3:18])[CH:14]=[CH:13][CH:12]=[CH:11][CH:10]=1. (6) Given the product [CH3:1][O:2][C:3]1[CH:4]=[C:5]2[C:10](=[CH:11][C:12]=1[O:13][CH3:14])[N:9]=[CH:8][N:7]=[C:6]2[O:15][C:16]1[CH:22]=[CH:21][C:19]([NH:20][C:38](=[O:40])[O:55][CH:53]([C:52]2[CH:56]=[CH:57][CH:58]=[C:50]([F:49])[CH:51]=2)[CH3:54])=[CH:18][CH:17]=1, predict the reactants needed to synthesize it. The reactants are: [CH3:1][O:2][C:3]1[CH:4]=[C:5]2[C:10](=[CH:11][C:12]=1[O:13][CH3:14])[N:9]=[CH:8][N:7]=[C:6]2[O:15][C:16]1[CH:22]=[CH:21][C:19]([NH2:20])=[CH:18][CH:17]=1.C1(C)C=CC=CC=1.C(N(CC)CC)C.Cl[C:38](Cl)([O:40]C(=O)OC(Cl)(Cl)Cl)Cl.[F:49][C:50]1[CH:51]=[C:52]([CH:56]=[CH:57][CH:58]=1)[CH:53]([OH:55])[CH3:54]. (7) Given the product [C:12]([O:20][CH:21]([O:23][C:24]([NH:11][CH2:10][C@H:2]1[CH2:3][CH2:4][C@H:5]([C:7]([OH:9])=[O:8])[CH2:6][CH2:1]1)=[O:25])[CH3:22])(=[O:19])[C:13]1[CH:18]=[CH:17][CH:16]=[CH:15][CH:14]=1, predict the reactants needed to synthesize it. The reactants are: [CH2:1]1[CH2:6][C@H:5]([C:7]([OH:9])=[O:8])[CH2:4][CH2:3][C@H:2]1[CH2:10][NH2:11].[C:12]([O:20][CH:21]([O:23][C:24](ON1C(=O)CCC1=O)=[O:25])[CH3:22])(=[O:19])[C:13]1[CH:18]=[CH:17][CH:16]=[CH:15][CH:14]=1. (8) Given the product [Cl:1][C:2]1[CH:7]=[CH:6][CH:5]=[CH:4][C:3]=1[N:8]1[CH:12]([C:13]2[CH:18]=[CH:17][C:16]([C:19]3[CH:24]=[CH:23][CH:22]=[C:21]([S:25]([CH3:26])=[O:46])[CH:20]=3)=[CH:15][C:14]=2[F:27])[CH2:11][C:10]([C:28]([C:30]([F:32])([F:31])[F:33])([C:34]([F:36])([F:37])[F:35])[OH:29])=[N:9]1, predict the reactants needed to synthesize it. The reactants are: [Cl:1][C:2]1[CH:7]=[CH:6][CH:5]=[CH:4][C:3]=1[N:8]1[CH:12]([C:13]2[CH:18]=[CH:17][C:16]([C:19]3[CH:24]=[CH:23][CH:22]=[C:21]([S:25][CH3:26])[CH:20]=3)=[CH:15][C:14]=2[F:27])[CH2:11][C:10]([C:28]([C:34]([F:37])([F:36])[F:35])([C:30]([F:33])([F:32])[F:31])[OH:29])=[N:9]1.ClC1C=CC=C(C(OO)=[O:46])C=1. (9) Given the product [F:21][C:22]1[CH:30]=[CH:29][C:25]([C:26]2[O:14][C:7]3[CH:8]=[C:9]([OH:13])[CH:10]=[C:11]([OH:12])[C:6]=3[C:4](=[O:5])[C:3]=2[O:2][CH3:1])=[CH:24][CH:23]=1, predict the reactants needed to synthesize it. The reactants are: [CH3:1][O:2][CH2:3][C:4]([C:6]1[C:11]([OH:12])=[CH:10][C:9]([OH:13])=[CH:8][C:7]=1[OH:14])=[O:5].C(=O)([O-])[O-].[K+].[K+].[F:21][C:22]1[CH:30]=[CH:29][C:25]([C:26](Cl)=O)=[CH:24][CH:23]=1. (10) Given the product [OH:6][C:7]1[CH:12]=[CH:11][C:10]([CH2:13][C:14]([O:16][CH3:17])=[O:15])=[C:9]([O:18][C:19]2[CH:20]=[CH:21][CH:22]=[CH:23][CH:24]=2)[CH:8]=1, predict the reactants needed to synthesize it. The reactants are: B(Br)(Br)Br.C[O:6][C:7]1[CH:12]=[CH:11][C:10]([CH2:13][C:14]([O:16][CH3:17])=[O:15])=[C:9]([O:18][C:19]2[CH:24]=[CH:23][CH:22]=[CH:21][CH:20]=2)[CH:8]=1.